This data is from Forward reaction prediction with 1.9M reactions from USPTO patents (1976-2016). The task is: Predict the product of the given reaction. (1) The product is: [OH:59][C@H:60]1[CH2:61][CH2:52][N:37]([NH:3][CH2:4]/[CH:5]=[CH:6]\[C:7]2[CH:12]=[C:11]([F:13])[CH:10]=[CH:9][C:8]=2[S:14]([NH:17][C:18]2[C:27]([C:28]([O:30][CH3:31])=[O:29])=[C:26]3[C:21]([CH:22]4[CH2:32][CH:23]4[CH2:24][O:25]3)=[CH:20][CH:19]=2)(=[O:15])=[O:16])[CH2:55]1. Given the reactants C([NH:3][CH2:4]/[CH:5]=[CH:6]\[C:7]1[CH:12]=[C:11]([F:13])[CH:10]=[CH:9][C:8]=1[S:14]([NH:17][C:18]1[C:27]([C:28]([O:30][CH3:31])=[O:29])=[C:26]2[C:21]([CH:22]3[CH2:32][CH:23]3[CH2:24][O:25]2)=[CH:20][CH:19]=1)(=[O:16])=[O:15])C.COC([N:37]([C:52]1[C:61](C(OC)=O)=[C:60]2[C:55](C3CC3C[O:59]2)=CC=1)S(C1C=CC(F)=CC=1/C=C\CO)(=O)=O)=O.O[C@H]1CCNC1, predict the reaction product. (2) Given the reactants [H-].[Na+].[O:3]1[C:7]2([CH2:12][CH2:11][CH:10]([OH:13])[CH2:9][CH2:8]2)[O:6][CH2:5][CH2:4]1.[CH2:14](Br)[C:15]1[CH:20]=[CH:19][CH:18]=[CH:17][CH:16]=1, predict the reaction product. The product is: [CH2:14]([O:13][CH:10]1[CH2:11][CH2:12][C:7]2([O:6][CH2:5][CH2:4][O:3]2)[CH2:8][CH2:9]1)[C:15]1[CH:20]=[CH:19][CH:18]=[CH:17][CH:16]=1. (3) The product is: [Cl:12][C:8]1[CH:7]=[C:6]2[C:11]([C:2]([NH:13][CH2:14][CH2:15][C:16]([OH:18])=[O:17])=[CH:3][CH:4]=[N:5]2)=[CH:10][CH:9]=1. Given the reactants Cl[C:2]1[C:11]2[C:6](=[CH:7][C:8]([Cl:12])=[CH:9][CH:10]=2)[N:5]=[CH:4][CH:3]=1.[NH2:13][CH2:14][CH2:15][C:16]([OH:18])=[O:17].C1(O)C=CC=CC=1, predict the reaction product. (4) Given the reactants Cl[C:2]1[N:7]=[N:6][C:5]([CH2:8][N:9]2[C:18]3[C:13](=[CH:14][CH:15]=[CH:16][C:17]=3[F:19])[C:12](=[O:20])[C:11]([C:21]([OH:23])=[O:22])=[CH:10]2)=[CH:4][CH:3]=1.[CH3:24][S-:25].[Na+], predict the reaction product. The product is: [F:19][C:17]1[CH:16]=[CH:15][CH:14]=[C:13]2[C:18]=1[N:9]([CH2:8][C:5]1[N:6]=[N:7][C:2]([S:25][CH3:24])=[CH:3][CH:4]=1)[CH:10]=[C:11]([C:21]([OH:23])=[O:22])[C:12]2=[O:20]. (5) Given the reactants [C:1]([O:5][C:6]([NH:8][CH:9]([C:11]1[C:12]([O:29][CH3:30])=[C:13]([CH:19]([CH2:25][N+:26]([O-])=O)[CH2:20][C:21]([O:23]C)=O)[C:14]([CH3:18])=[C:15]([Cl:17])[CH:16]=1)[CH3:10])=[O:7])([CH3:4])([CH3:3])[CH3:2].[BH4-].[Na+], predict the reaction product. The product is: [C:1]([O:5][C:6](=[O:7])[NH:8][CH:9]([C:11]1[CH:16]=[C:15]([Cl:17])[C:14]([CH3:18])=[C:13]([CH:19]2[CH2:20][C:21](=[O:23])[NH:26][CH2:25]2)[C:12]=1[O:29][CH3:30])[CH3:10])([CH3:3])([CH3:4])[CH3:2]. (6) The product is: [CH2:12]([N:8]([CH2:1][C:2]1[CH:3]=[CH:4][CH:5]=[CH:6][CH:7]=1)[CH2:9][CH2:10][O:11][CH2:22][CH2:23][CH2:24][O:25][Si:26]([C:29]([CH3:30])([CH3:32])[CH3:31])([CH3:27])[CH3:28])[C:13]1[CH:18]=[CH:17][CH:16]=[CH:15][CH:14]=1. Given the reactants [CH2:1]([N:8]([CH2:12][C:13]1[CH:18]=[CH:17][CH:16]=[CH:15][CH:14]=1)[CH2:9][CH2:10][OH:11])[C:2]1[CH:7]=[CH:6][CH:5]=[CH:4][CH:3]=1.[H-].[Na+].Br[CH2:22][CH2:23][CH2:24][O:25][Si:26]([C:29]([CH3:32])([CH3:31])[CH3:30])([CH3:28])[CH3:27], predict the reaction product. (7) Given the reactants [Cl:1][C:2]1[CH:3]=[CH:4][C:5]2[NH:10][CH2:9][CH:8]([CH:11]([OH:14])[CH2:12][OH:13])[NH:7][C:6]=2[N:15]=1.ClC1C=CC2NC(=O)C([C@H](O)C(OC)=O)NC=2N=1, predict the reaction product. The product is: [Cl:1][C:2]1[CH:3]=[CH:4][C:5]2[NH:10][CH2:9][C@H:8]([C@H:11]([OH:14])[CH2:12][OH:13])[NH:7][C:6]=2[N:15]=1.